Dataset: Full USPTO retrosynthesis dataset with 1.9M reactions from patents (1976-2016). Task: Predict the reactants needed to synthesize the given product. (1) Given the product [Cl:1][C:2]1[CH:3]=[C:4]2[C:8](=[CH:9][CH:10]=1)[CH:7]([CH2:11][OH:21])[CH2:6][CH2:5]2, predict the reactants needed to synthesize it. The reactants are: [Cl:1][C:2]1[CH:3]=[C:4]2[C:8](=[CH:9][CH:10]=1)[C:7](=[CH2:11])[CH2:6][CH2:5]2.B1C2CCCC1CCC2.[OH-:21].[Na+].OO. (2) The reactants are: [CH2:1]([O:3][C:4](=[O:16])[C:5]([O:8][C:9]1[CH:14]=[CH:13][C:12]([OH:15])=[CH:11][CH:10]=1)([CH3:7])[CH3:6])[CH3:2].[C:17]1([C:23]2[C:27]3[CH:28]=[CH:29][C:30]([O:32][CH:33]([CH2:41][CH2:42][CH3:43])[CH2:34][CH2:35]OS(C)(=O)=O)=[CH:31][C:26]=3[O:25][CH:24]=2)[CH:22]=[CH:21][CH:20]=[CH:19][CH:18]=1.C([O-])([O-])=O.[Cs+].[Cs+]. Given the product [CH2:1]([O:3][C:4](=[O:16])[C:5]([CH3:7])([O:8][C:9]1[CH:10]=[CH:11][C:12]([O:15][CH2:35][CH2:34][CH:33]([O:32][C:30]2[CH:29]=[CH:28][C:27]3[C:23]([C:17]4[CH:18]=[CH:19][CH:20]=[CH:21][CH:22]=4)=[CH:24][O:25][C:26]=3[CH:31]=2)[CH2:41][CH2:42][CH3:43])=[CH:13][CH:14]=1)[CH3:6])[CH3:2], predict the reactants needed to synthesize it. (3) Given the product [Cl:1][C:2]1[CH:7]=[C:6]([NH:8][CH:9]2[CH2:10][CH2:11][N:12]([CH:15]3[CH2:16][CH2:17][O:18][CH2:19][CH2:20]3)[CH2:13][CH2:14]2)[C:5]([NH2:21])=[CH:4][C:3]=1[CH:24]([F:26])[F:25], predict the reactants needed to synthesize it. The reactants are: [Cl:1][C:2]1[C:3]([CH:24]([F:26])[F:25])=[CH:4][C:5]([N+:21]([O-])=O)=[C:6]([NH:8][CH:9]2[CH2:14][CH2:13][N:12]([CH:15]3[CH2:20][CH2:19][O:18][CH2:17][CH2:16]3)[CH2:11][CH2:10]2)[CH:7]=1.O.NN. (4) Given the product [CH3:17][S:18]([O:9][CH2:8][C:6]1[CH:5]=[CH:4][N:3]=[C:2]([Cl:1])[CH:7]=1)(=[O:20])=[O:19], predict the reactants needed to synthesize it. The reactants are: [Cl:1][C:2]1[CH:7]=[C:6]([CH2:8][OH:9])[CH:5]=[CH:4][N:3]=1.C(N(CC)CC)C.[CH3:17][S:18](Cl)(=[O:20])=[O:19]. (5) Given the product [I-:32].[CH3:22][C:21]1[CH:20]=[CH:19][CH:18]=[C:17]([CH3:23])[C:16]=1[CH2:15][NH:14][C:13]1[C:8]2[N:9]([C:5]([CH2:4][N+:2]([CH3:33])([CH3:3])[CH3:1])=[C:6]([CH3:31])[N:7]=2)[CH:10]=[C:11]([N:24]2[CH:29]=[CH:28][CH:27]=[CH:26][C:25]2=[O:30])[CH:12]=1, predict the reactants needed to synthesize it. The reactants are: [CH3:1][N:2]([CH2:4][C:5]1[N:9]2[CH:10]=[C:11]([N:24]3[CH:29]=[CH:28][CH:27]=[CH:26][C:25]3=[O:30])[CH:12]=[C:13]([NH:14][CH2:15][C:16]3[C:21]([CH3:22])=[CH:20][CH:19]=[CH:18][C:17]=3[CH3:23])[C:8]2=[N:7][C:6]=1[CH3:31])[CH3:3].[I:32][CH3:33]. (6) The reactants are: Cl[C:2]1[CH:3]=[CH:4][C:5]2[N:6]([C:8]([C@@H:11]([O:13][C:14]3[C:15]4[O:23][CH:22]=[C:21]([C:24]5[CH:25]=[N:26][N:27]([CH:29]6[CH2:34][CH2:33][NH:32][CH2:31][CH2:30]6)[CH:28]=5)[C:16]=4[CH:17]=[N:18][C:19]=3[NH2:20])[CH3:12])=[N:9][N:10]=2)[N:7]=1.[CH3:35][N:36]1[CH:40]=[C:39](B2OC(C)(C)C(C)(C)O2)[CH:38]=[N:37]1.C([O-])([O-])=O.[K+].[K+].O1CCOCC1. Given the product [CH3:35][N:36]1[CH:40]=[C:39]([C:2]2[CH:3]=[CH:4][C:5]3[N:6]([C:8]([C@@H:11]([O:13][C:14]4[C:15]5[O:23][CH:22]=[C:21]([C:24]6[CH:25]=[N:26][N:27]([CH:29]7[CH2:34][CH2:33][NH:32][CH2:31][CH2:30]7)[CH:28]=6)[C:16]=5[CH:17]=[N:18][C:19]=4[NH2:20])[CH3:12])=[N:9][N:10]=3)[N:7]=2)[CH:38]=[N:37]1, predict the reactants needed to synthesize it. (7) Given the product [F:8][C:4]1[CH:5]=[CH:6][CH:7]=[C:2]([F:1])[C:3]=1[C:9]1[C:18]2[CH:17]=[C:16]([C:19]3[CH:20]=[N:21][NH:22][CH:23]=3)[CH:15]=[CH:14][C:13]=2[C:12]2[NH:32][N:33]=[C:34]([NH:35][CH:36]3[CH2:37][CH2:38][N:39]([S:42]([CH3:45])(=[O:44])=[O:43])[CH2:40][CH2:41]3)[C:11]=2[N:10]=1, predict the reactants needed to synthesize it. The reactants are: [F:1][C:2]1[CH:7]=[CH:6][CH:5]=[C:4]([F:8])[C:3]=1[C:9]1[C:18]2[CH:17]=[C:16]([C:19]3[CH:20]=[N:21][N:22](COCC[Si](C)(C)C)[CH:23]=3)[CH:15]=[CH:14][C:13]=2[C:12]2=[N:32][N:33](COCC[Si](C)(C)C)[C:34]([NH:35][CH:36]3[CH2:41][CH2:40][N:39]([S:42]([CH3:45])(=[O:44])=[O:43])[CH2:38][CH2:37]3)=[C:11]2[N:10]=1.C(Cl)Cl.C(O)(C(F)(F)F)=O.N. (8) Given the product [CH2:9]([C:12]1[CH:13]=[CH:14][C:15]([C:16]([NH:8][CH2:7][CH2:6][C:2]2[S:1][CH:5]=[CH:4][CH:3]=2)=[O:17])=[CH:19][CH:20]=1)[CH2:10][CH3:11], predict the reactants needed to synthesize it. The reactants are: [S:1]1[CH:5]=[CH:4][CH:3]=[C:2]1[CH2:6][CH2:7][NH2:8].[CH2:9]([C:12]1[CH:20]=[CH:19][C:15]([C:16](Cl)=[O:17])=[CH:14][CH:13]=1)[CH2:10][CH3:11].C(N(CC)CC)C. (9) Given the product [I:1][C:2]1[C:12]([C:13]([O:15][CH2:16][CH3:17])=[O:14])=[C:5]2[CH2:6][NH:7][CH:8]([CH3:10])[CH2:9][N:4]2[N:3]=1, predict the reactants needed to synthesize it. The reactants are: [I:1][C:2]1[C:12]([C:13]([O:15][CH2:16][CH3:17])=[O:14])=[C:5]2[C:6](=O)[NH:7][CH:8]([CH3:10])[CH2:9][N:4]2[N:3]=1.B.C1COCC1.C(O)C. (10) Given the product [F:1][C:2]1[CH:9]=[CH:8][CH:7]=[CH:6][C:3]=1[C:4]1[O:18][C:17]2[CH2:16][CH2:15][CH2:14][C:13](=[O:19])[C:12]=2[N:5]=1, predict the reactants needed to synthesize it. The reactants are: [F:1][C:2]1[CH:9]=[CH:8][CH:7]=[CH:6][C:3]=1[C:4]#[N:5].[N+](=[C:12]1[C:17](=[O:18])[CH2:16][CH2:15][CH2:14][C:13]1=[O:19])=[N-].